From a dataset of Forward reaction prediction with 1.9M reactions from USPTO patents (1976-2016). Predict the product of the given reaction. (1) Given the reactants Cl.[CH3:2][O:3][N:4]=[C:5]1[CH:9]([CH2:10][NH2:11])[CH2:8][NH:7][CH2:6]1.C(N(CC)CC)C.[C:19]([O:25][CH2:26][CH3:27])(=[O:24])[CH2:20][C:21]([CH3:23])=O, predict the reaction product. The product is: [CH3:2][O:3]/[N:4]=[C:5]1/[CH:9]([CH2:10][NH:11]/[C:21](/[CH3:23])=[CH:20]\[C:19]([O:25][CH2:26][CH3:27])=[O:24])[CH2:8][NH:7][CH2:6]/1. (2) Given the reactants [Br:1][C:2]1[CH:9]=[CH:8][CH:7]=[CH:6][C:3]=1[CH2:4]Br.[CH2:10]([Mg]Br)[CH:11]=[CH2:12], predict the reaction product. The product is: [Br:1][C:2]1[CH:9]=[CH:8][CH:7]=[CH:6][C:3]=1[CH2:4][CH2:12][CH:11]=[CH2:10]. (3) Given the reactants [Br:1][C:2]1[CH:15]=[CH:14][C:13]2[N:12]([S:16]([C:19]3[CH:24]=[CH:23][C:22]([O:25]C)=[C:21]([Br:27])[CH:20]=3)(=[O:18])=[O:17])[CH:11]([C:28]3[CH:33]=[CH:32][CH:31]=[CH:30][CH:29]=3)[C:10]3[C:5](=[CH:6][CH:7]=[CH:8][CH:9]=3)[C:4]=2[CH:3]=1.C1CCCCC=1.B(Br)(Br)Br.ClCCl, predict the reaction product. The product is: [Br:27][C:21]1[CH:20]=[C:19]([S:16]([N:12]2[CH:11]([C:28]3[CH:33]=[CH:32][CH:31]=[CH:30][CH:29]=3)[C:10]3[C:5](=[CH:6][CH:7]=[CH:8][CH:9]=3)[C:4]3[CH:3]=[C:2]([Br:1])[CH:15]=[CH:14][C:13]2=3)(=[O:17])=[O:18])[CH:24]=[CH:23][C:22]=1[OH:25]. (4) Given the reactants [CH3:1][C:2]1[C:6]([CH:7]([OH:17])[CH2:8][CH2:9][CH2:10][C:11]2[CH:16]=[CH:15][CH:14]=[CH:13][CH:12]=2)=[C:5]([C:18]2[CH:23]=[CH:22][C:21](B3OC(C)(C)C(C)(C)O3)=[CH:20][CH:19]=2)[O:4][N:3]=1.Br[C:34]1[CH:46]=[CH:45][C:37]([CH2:38][C:39]2([C:42]([OH:44])=[O:43])[CH2:41][CH2:40]2)=[CH:36][CH:35]=1, predict the reaction product. The product is: [OH:17][CH:7]([C:6]1[C:2]([CH3:1])=[N:3][O:4][C:5]=1[C:18]1[CH:19]=[CH:20][C:21]([C:34]2[CH:46]=[CH:45][C:37]([CH2:38][C:39]3([C:42]([OH:44])=[O:43])[CH2:40][CH2:41]3)=[CH:36][CH:35]=2)=[CH:22][CH:23]=1)[CH2:8][CH2:9][CH2:10][C:11]1[CH:12]=[CH:13][CH:14]=[CH:15][CH:16]=1. (5) Given the reactants C[O-].[Na+].[CH3:4][O:5][CH:6]([C:11]([O:13]C)=O)[C:7](OC)=[O:8].[C:15]([NH2:23])(=[NH:22])[C:16]1[CH:21]=[CH:20][CH:19]=[CH:18][CH:17]=1.Cl, predict the reaction product. The product is: [CH3:4][O:5][C:6]1[C:11]([OH:13])=[N:22][C:15]([C:16]2[CH:21]=[CH:20][CH:19]=[CH:18][CH:17]=2)=[N:23][C:7]=1[OH:8].